From a dataset of hERG potassium channel inhibition data for cardiac toxicity prediction from Karim et al.. Regression/Classification. Given a drug SMILES string, predict its toxicity properties. Task type varies by dataset: regression for continuous values (e.g., LD50, hERG inhibition percentage) or binary classification for toxic/non-toxic outcomes (e.g., AMES mutagenicity, cardiotoxicity, hepatotoxicity). Dataset: herg_karim. The drug is O=C(Nc1cc2cc[nH]c2cn1)c1ccccc1. The result is 0 (non-blocker).